This data is from Experimentally validated miRNA-target interactions with 360,000+ pairs, plus equal number of negative samples. The task is: Binary Classification. Given a miRNA mature sequence and a target amino acid sequence, predict their likelihood of interaction. (1) The protein sequence of the target gene is MRHCINCCVQLFPEDTHKQQVACQGGPHHSHQACPTCKGENKILFRVDSKQMNLLAVLEVRTEGNENWGGFLRFRKGKRCSLVFGLIIMTLVMASYILSGAHQELLISSPFHYGGFPSNPSVMDGENPSDVKEHHYQPSVNNISYVKDYPSIKLIIDSIAARIEFTTRQLPDLQDLKRQELHMFSVIPSKFLPTSKSPCWYEEFSGRNTTDPYLTNSYVLYSKRFRSTFDALRKVFWGHLSHVQGKHFRLRCLPHFYIIGQPKCGTTDLYDRLRLHPEVKFSAIKEPHWWTRKRFGIVRL.... The miRNA is hsa-miR-134-3p with sequence CCUGUGGGCCACCUAGUCACCAA. Result: 0 (no interaction). (2) The miRNA is hsa-miR-6799-5p with sequence GGGGAGGUGUGCAGGGCUGG. The protein sequence of the target gene is MRLAEERAALAAENADGEPGADRRLRLLGTYVAMSLRPAAGAWERCAGSAEAEQLLQAFLGRDAAEGPRPLLVVRPGPRGLAIRPGLEVGPESGLAGAKALFFLRTGPEPPGPDSFRGAVVCGDLPAAPLEHLAALFSEVVLPVLANEKNRLNWPHMICEDVRRHAHSLQCDLSVILEQVKGKTLLPLPAGSEKMEFADSKSETVLDSIDKSVIYAIESAVIKWSYQVQVVLKRESSQPLLQGENPTPKVELEFWKSRYEDLKYIYNQLRTITVRGMAKLLDKLQSSYFPAFKAMYRDVV.... Result: 1 (interaction).